The task is: Predict the reactants needed to synthesize the given product.. This data is from Full USPTO retrosynthesis dataset with 1.9M reactions from patents (1976-2016). (1) Given the product [Br:1][C:2]1[CH:3]=[C:4]([CH2:10][C:11]([OH:13])=[O:12])[CH:5]=[CH:6][C:7]=1[OH:8], predict the reactants needed to synthesize it. The reactants are: [Br:1][C:2]1[CH:3]=[C:4]([CH2:10][C:11]([OH:13])=[O:12])[CH:5]=[CH:6][C:7]=1[O:8]C.B(Br)(Br)Br. (2) Given the product [Cl:10][C:11]1[NH:16][C:5](=[O:6])[C:4]2[C:3](=[CH:2][CH:9]=[CH:8][CH:7]=2)[N:12]=1, predict the reactants needed to synthesize it. The reactants are: O[C:2]1[CH:3]=[C:4]([CH:7]=[CH:8][CH:9]=1)[CH:5]=[O:6].[Cl:10][C:11]1[N:16]=CC=C[N:12]=1.CCN(C(C)C)C(C)C. (3) Given the product [Br:1][C:2]1[C:3]([CH3:9])=[CH:4][C:5]([S:11]([N:19]2[CH2:20][CH2:21][N:16]([CH3:15])[CH2:17][CH2:18]2)(=[O:14])=[O:12])=[C:6]([F:8])[CH:7]=1, predict the reactants needed to synthesize it. The reactants are: [Br:1][C:2]1[CH:7]=[C:6]([F:8])[CH:5]=[CH:4][C:3]=1[CH3:9].Cl[S:11]([OH:14])(=O)=[O:12].[CH3:15][N:16]1[CH2:21][CH2:20][NH:19][CH2:18][CH2:17]1.C(=O)([O-])O.[Na+].C([O-])(=O)C.CO. (4) Given the product [S:9]1[C:8]([CH2:16][C:15]2[CH:18]=[C:11]([Br:10])[CH:12]=[CH:13][C:14]=2[O:19][CH2:20][CH3:21])=[CH:7][C:5]2[CH:6]=[CH:1][CH:2]=[CH:3][C:4]1=2, predict the reactants needed to synthesize it. The reactants are: [CH:1]1[CH:2]=[CH:3][C:4]2[S:9][CH:8]=[CH:7][C:5]=2[CH:6]=1.[Br:10][C:11]1[CH:12]=[CH:13][C:14]([O:19][CH2:20][CH3:21])=[C:15]([CH:18]=1)[CH:16]=O. (5) Given the product [C:11]([CH:7]([CH:8]1[CH2:10][CH2:9]1)[C:6]([OH:13])=[O:5])#[N:12], predict the reactants needed to synthesize it. The reactants are: [OH-].[Na+].C([O:5][C:6](=[O:13])[CH:7]([C:11]#[N:12])[CH:8]1[CH2:10][CH2:9]1)C. (6) Given the product [Cl:1][C:2]1[CH:7]=[CH:6][C:5]([S:8]([CH2:14][C:15]2[N:16]=[CH:17][S:18][CH:19]=2)(=[O:10])=[O:9])=[CH:4][CH:3]=1, predict the reactants needed to synthesize it. The reactants are: [Cl:1][C:2]1[CH:7]=[CH:6][C:5]([S:8]([O-:10])=[O:9])=[CH:4][CH:3]=1.[Na+].Cl.Cl[CH2:14][C:15]1[N:16]=[CH:17][S:18][CH:19]=1.C([O-])(=O)C.[K+].